This data is from Reaction yield outcomes from USPTO patents with 853,638 reactions. The task is: Predict the reaction yield, written as a fraction of the theoretical maximum amount of product (1.0 means a 100% yield; for example, 0.34 means a 34% yield). (1) The reactants are [H-].[Na+].[OH:3][CH2:4][CH2:5][CH:6]1[CH2:11][CH2:10][N:9]([C:12]([O:14][C:15]([CH3:18])([CH3:17])[CH3:16])=[O:13])[CH2:8][CH2:7]1.F[C:20]1[CH:25]=[CH:24][C:23]([N+:26]([O-:28])=[O:27])=[CH:22][C:21]=1[I:29]. The catalyst is O1CCCC1. The product is [I:29][C:21]1[CH:22]=[C:23]([N+:26]([O-:28])=[O:27])[CH:24]=[CH:25][C:20]=1[O:3][CH2:4][CH2:5][CH:6]1[CH2:7][CH2:8][N:9]([C:12]([O:14][C:15]([CH3:18])([CH3:17])[CH3:16])=[O:13])[CH2:10][CH2:11]1. The yield is 0.810. (2) The product is [CH2:19]([O:18][CH2:17][CH2:16][O:15][CH2:14][C:9]1[N:10]([CH:11]([CH3:13])[CH3:12])[C:4]2[CH:3]=[C:2]([NH:35][C:33]3[CH:32]=[CH:31][N:30]=[C:29]([N:26]4[CH2:25][CH2:24][CH:23]([O:22][CH3:21])[CH2:28][CH2:27]4)[N:34]=3)[N:7]=[CH:6][C:5]=2[N:8]=1)[CH3:20]. The yield is 0.200. The catalyst is O1CCOCC1.C1C=CC(/C=C/C(/C=C/C2C=CC=CC=2)=O)=CC=1.C1C=CC(/C=C/C(/C=C/C2C=CC=CC=2)=O)=CC=1.C1C=CC(/C=C/C(/C=C/C2C=CC=CC=2)=O)=CC=1.[Pd].[Pd]. The reactants are Cl[C:2]1[N:7]=[CH:6][C:5]2[N:8]=[C:9]([CH2:14][O:15][CH2:16][CH2:17][O:18][CH2:19][CH3:20])[N:10]([CH:11]([CH3:13])[CH3:12])[C:4]=2[CH:3]=1.[CH3:21][O:22][CH:23]1[CH2:28][CH2:27][N:26]([C:29]2[N:34]=[C:33]([NH2:35])[CH:32]=[CH:31][N:30]=2)[CH2:25][CH2:24]1.CC(C1C=C(C(C)C)C(C2C=CC=CC=2P(C2CCCCC2)C2CCCCC2)=C(C(C)C)C=1)C.C([O-])([O-])=O.[Cs+].[Cs+]. (3) The reactants are [CH:1]1([CH2:6][CH:7]([C:16]2[CH:21]=[CH:20][C:19]([S:22][CH3:23])=[CH:18][CH:17]=2)[C:8]([NH:10][C:11]2[S:12][CH:13]=[CH:14][N:15]=2)=[O:9])[CH2:5][CH2:4][CH2:3][CH2:2]1.ClC1C=C(C=CC=1)C(OO)=[O:29]. The catalyst is C(Cl)Cl. The product is [CH:1]1([CH2:6][CH:7]([C:16]2[CH:17]=[CH:18][C:19]([S:22]([CH3:23])=[O:29])=[CH:20][CH:21]=2)[C:8]([NH:10][C:11]2[S:12][CH:13]=[CH:14][N:15]=2)=[O:9])[CH2:5][CH2:4][CH2:3][CH2:2]1. The yield is 0.320. (4) The reactants are [CH2:1]([C@H:6]1[CH2:8][C@H:7]1[CH2:9][C@@H:10]1[CH2:12][C@@H:11]1[CH2:13][C:14]#[C:15][CH2:16][CH2:17][CH2:18][CH2:19][CH2:20][OH:21])[CH2:2][CH2:3][CH2:4][CH3:5].N1C2C(=CC=CC=2)C=CC=1.[H][H].N(C([O-])=O)=NC([O-])=O.[K+].[K+].C(O)(=O)C. The catalyst is CO.[Pd].CC([O-])=O.CC([O-])=O.[Pb+2].O. The product is [CH2:1]([C@H:6]1[CH2:8][C@H:7]1[CH2:9][C@@H:10]1[CH2:12][C@H:11]1[CH2:13][CH2:14][CH2:15][CH2:16][CH2:17][CH2:18][CH2:19][CH2:20][OH:21])[CH2:2][CH2:3][CH2:4][CH3:5]. The yield is 0.990. (5) The reactants are C([O:3][C:4]([C:6]1[CH:14]=[C:13]([F:15])[CH:12]=[C:11]2[C:7]=1[CH:8]=[N:9][N:10]2[CH3:16])=[CH2:5])C.O. The catalyst is C1COCC1.Cl. The product is [F:15][C:13]1[CH:12]=[C:11]2[C:7]([CH:8]=[N:9][N:10]2[CH3:16])=[C:6]([C:4](=[O:3])[CH3:5])[CH:14]=1. The yield is 0.550. (6) The reactants are [CH3:1][Si:2]([C:5]#[CH:6])([CH3:4])[CH3:3].C([Mg]Br)(C)C.[CH:12]([O:15][C:16]([N:18]1[CH:23]([CH2:24][CH:25]=[O:26])[CH2:22][CH:21]([N:27]([CH2:32][C:33]2[CH:38]=[C:37]([C:39]([F:42])([F:41])[F:40])[CH:36]=[C:35]([Cl:43])[CH:34]=2)[C:28]([O:30][CH3:31])=[O:29])[CH2:20][CH:19]1[CH2:44][CH3:45])=[O:17])([CH3:14])[CH3:13].CC(OI1(OC(C)=O)(OC(C)=O)OC(=O)C2C=CC=CC1=2)=O. The catalyst is C1COCC1.C(Cl)Cl.C(OCC)C. The product is [CH:12]([O:15][C:16]([N:18]1[CH:23]([CH2:24][C:25](=[O:26])[C:6]#[C:5][Si:2]([CH3:4])([CH3:3])[CH3:1])[CH2:22][CH:21]([N:27]([CH2:32][C:33]2[CH:38]=[C:37]([C:39]([F:41])([F:40])[F:42])[CH:36]=[C:35]([Cl:43])[CH:34]=2)[C:28]([O:30][CH3:31])=[O:29])[CH2:20][CH:19]1[CH2:44][CH3:45])=[O:17])([CH3:14])[CH3:13]. The yield is 0.580.